This data is from Catalyst prediction with 721,799 reactions and 888 catalyst types from USPTO. The task is: Predict which catalyst facilitates the given reaction. (1) Reactant: [NH:1]1[CH2:5][CH2:4][CH2:3][CH2:2]1.CS(O[CH2:11][CH2:12][CH2:13][N:14]1[C:22]2[C:17](=[CH:18][CH:19]=[CH:20][CH:21]=2)[C:16]([C:23]2[C:24](=[O:48])[NH:25][C:26](=[O:47])[C:27]=2[C:28]2[C:36]3[C:31](=[CH:32][CH:33]=[CH:34][CH:35]=3)[N:30]([C:37]3[CH:46]=[CH:45][C:44]4[C:39](=[CH:40][CH:41]=[CH:42][CH:43]=4)[CH:38]=3)[CH:29]=2)=[N:15]1)(=O)=O.O. Product: [CH:38]1[C:39]2[C:44](=[CH:43][CH:42]=[CH:41][CH:40]=2)[CH:45]=[CH:46][C:37]=1[N:30]1[C:31]2[C:36](=[CH:35][CH:34]=[CH:33][CH:32]=2)[C:28]([C:27]2[C:26](=[O:47])[NH:25][C:24](=[O:48])[C:23]=2[C:16]2[C:17]3[C:22](=[CH:21][CH:20]=[CH:19][CH:18]=3)[N:14]([CH2:13][CH2:12][CH2:11][N:1]3[CH2:5][CH2:4][CH2:3][CH2:2]3)[N:15]=2)=[CH:29]1. The catalyst class is: 44. (2) Reactant: [N+:1]([C:4]1[CH:5]=[C:6]2[C:11](=[CH:12][CH:13]=1)[N:10]=[C:9]([C:14]1[CH:19]=[CH:18][CH:17]=[C:16]([F:20])[CH:15]=1)[CH:8]=[C:7]2[N:21]=[N+]=[N-])([O-])=O.O. Product: [F:20][C:16]1[CH:15]=[C:14]([C:9]2[CH:8]=[C:7]([NH2:21])[C:6]3[C:11](=[CH:12][CH:13]=[C:4]([NH2:1])[CH:5]=3)[N:10]=2)[CH:19]=[CH:18][CH:17]=1. The catalyst class is: 336.